Dataset: Full USPTO retrosynthesis dataset with 1.9M reactions from patents (1976-2016). Task: Predict the reactants needed to synthesize the given product. (1) Given the product [CH2:48]([O:55][C:56]([N:58]1[CH2:64][C@H:63]([OH:65])[C@@H:62]([NH:66][C:26](=[O:28])[C@@H:21]([NH:20][C:13]([O:15][C:16]([CH3:17])([CH3:18])[CH3:19])=[O:14])[CH2:22][CH:23]([CH3:24])[CH3:25])[CH2:61][CH2:60][C@H:59]1[CH3:67])=[O:57])[C:49]1[CH:50]=[CH:51][CH:52]=[CH:53][CH:54]=1, predict the reactants needed to synthesize it. The reactants are: CN(C)CCCN=C=NCC.O.[C:13]([NH:20][C@H:21]([C:26]([OH:28])=O)[CH2:22][CH:23]([CH3:25])[CH3:24])([O:15][C:16]([CH3:19])([CH3:18])[CH3:17])=[O:14].C(N(C(C)C)CC)(C)C.OC1C2N=NNC=2C=CC=1.[CH2:48]([O:55][C:56]([N:58]1[CH2:64][CH:63]([OH:65])[CH:62]([NH2:66])[CH2:61][CH2:60][CH:59]1[CH3:67])=[O:57])[C:49]1[CH:54]=[CH:53][CH:52]=[CH:51][CH:50]=1. (2) The reactants are: C[O:2][C:3](=[O:31])[CH2:4][CH2:5][CH2:6][O:7][C:8]1[CH:17]=[CH:16][C:15]2[C:10](=[CH:11][CH:12]=[C:13]([CH2:18][CH:19]3[CH2:23][CH2:22][N:21]([CH:24]4[CH2:29][CH2:28][CH2:27][CH2:26][CH2:25]4)[C:20]3=[O:30])[CH:14]=2)[CH:9]=1.[OH-].[K+]. Given the product [CH:24]1([N:21]2[CH2:22][CH2:23][CH:19]([CH2:18][C:13]3[CH:14]=[C:15]4[C:10](=[CH:11][CH:12]=3)[CH:9]=[C:8]([O:7][CH2:6][CH2:5][CH2:4][C:3]([OH:31])=[O:2])[CH:17]=[CH:16]4)[C:20]2=[O:30])[CH2:25][CH2:26][CH2:27][CH2:28][CH2:29]1, predict the reactants needed to synthesize it. (3) Given the product [Cl:14][C:15]1[CH:16]=[C:17]([CH:20]=[CH:21][C:22]=1[Cl:23])[CH2:18][N:4]1[CH2:5][CH2:6][N:1]([C:7]2[N:12]=[CH:11][NH:10][C:9](=[O:13])[CH:8]=2)[CH2:2][CH2:3]1, predict the reactants needed to synthesize it. The reactants are: [N:1]1([C:7]2[N:12]=[CH:11][NH:10][C:9](=[O:13])[CH:8]=2)[CH2:6][CH2:5][NH:4][CH2:3][CH2:2]1.[Cl:14][C:15]1[CH:16]=[C:17]([CH:20]=[CH:21][C:22]=1[Cl:23])[CH:18]=O. (4) Given the product [CH2:18]1[CH2:19][O:20][C:5]2([CH2:6][CH2:7][CH:2]([CH3:1])[CH:3]([S:9]([C:12]3[CH:17]=[CH:16][CH:15]=[CH:14][CH:13]=3)(=[O:10])=[O:11])[CH2:4]2)[O:8]1, predict the reactants needed to synthesize it. The reactants are: [CH3:1][CH:2]1[CH2:7][CH2:6][C:5](=[O:8])[CH2:4][CH:3]1[S:9]([C:12]1[CH:17]=[CH:16][CH:15]=[CH:14][CH:13]=1)(=[O:11])=[O:10].[CH2:18](O)[CH2:19][OH:20].C(=O)(O)[O-].[Na+]. (5) Given the product [Cl:44][C:11]1[S:10][C:9]([C:12]([NH:14][C@@H:15]([CH2:28][C:29]2[CH:34]=[CH:33][CH:32]=[C:31]([F:35])[CH:30]=2)[CH2:16][N:17]2[C:25](=[O:26])[C:24]3[C:19](=[CH:20][CH:21]=[CH:22][CH:23]=3)[C:18]2=[O:27])=[O:13])=[CH:8][C:7]=1[C:6]1[N:2]([CH3:1])[N:3]=[N:4][C:5]=1[CH3:36], predict the reactants needed to synthesize it. The reactants are: [CH3:1][N:2]1[C:6]([C:7]2[CH:8]=[C:9]([C:12]([NH:14][C@@H:15]([CH2:28][C:29]3[CH:34]=[CH:33][CH:32]=[C:31]([F:35])[CH:30]=3)[CH2:16][N:17]3[C:25](=[O:26])[C:24]4[C:19](=[CH:20][CH:21]=[CH:22][CH:23]=4)[C:18]3=[O:27])=[O:13])[S:10][CH:11]=2)=[C:5]([CH3:36])[N:4]=[N:3]1.C1C(=O)N([Cl:44])C(=O)C1.CCOC(C)=O. (6) Given the product [F:1][C:2]1[CH:9]=[CH:8][C:5](/[CH:6]=[C:15](\[CH3:16])/[C:10]([O:12][CH2:13][CH3:14])=[O:11])=[CH:4][CH:3]=1, predict the reactants needed to synthesize it. The reactants are: [F:1][C:2]1[CH:9]=[CH:8][C:5]([CH:6]=O)=[CH:4][CH:3]=1.[C:10]([CH2:15][CH:16]=P(C1C=CC=CC=1)(C1C=CC=CC=1)C1C=CC=CC=1)([O:12][CH2:13][CH3:14])=[O:11]. (7) Given the product [Cl:16][C:17]1[CH:22]=[CH:21][C:20]([OH:23])=[C:19]([CH:18]=1)[CH2:30][N:3]1[C:11]2[CH:10]=[CH:9][CH:8]=[C:7]([C:12]([O:14][CH3:15])=[O:13])[C:6]=2[CH:5]=[CH:4]1, predict the reactants needed to synthesize it. The reactants are: [H-].[Na+].[NH:3]1[C:11]2[CH:10]=[CH:9][CH:8]=[C:7]([C:12]([O:14][CH3:15])=[O:13])[C:6]=2[CH:5]=[CH:4]1.[Cl:16][C:17]1[CH:22]=[CH:21][C:20]([O:23]COCCOC)=[C:19]([CH2:30]Cl)[CH:18]=1.OS(O)(=O)=O. (8) Given the product [C:1]([N:4]1[C:12]2[C:7](=[CH:8][C:9]([C:13](=[S:27])[NH2:14])=[CH:10][CH:11]=2)[CH:6]=[N:5]1)(=[O:3])[CH3:2], predict the reactants needed to synthesize it. The reactants are: [C:1]([N:4]1[C:12]2[C:7](=[CH:8][C:9]([C:13]#[N:14])=[CH:10][CH:11]=2)[CH:6]=[N:5]1)(=[O:3])[CH3:2].CCN(CC)CC.C1COCC1.[SH2:27]. (9) Given the product [OH:1][C:2]1[CH:3]=[N:4][C:5]([C:8]2[CH:9]=[C:10]([CH:32]=[CH:33][CH:34]=2)[CH2:11][C:12]2[C:17](=[O:18])[CH:16]=[CH:15][N:14]([C:19]3[CH:23]=[N:22][NH:21][CH:20]=3)[N:13]=2)=[N:6][CH:7]=1, predict the reactants needed to synthesize it. The reactants are: [OH:1][C:2]1[CH:3]=[N:4][C:5]([C:8]2[CH:9]=[C:10]([CH:32]=[CH:33][CH:34]=2)[CH2:11][C:12]2[C:17](=[O:18])[CH:16]=[CH:15][N:14]([C:19]3[CH:20]=[N:21][N:22](COCC[Si](C)(C)C)[CH:23]=3)[N:13]=2)=[N:6][CH:7]=1.Cl. (10) The reactants are: C(OC([N:8]1[CH2:13][CH2:12][CH2:11][C@H:10]2[CH2:14][N:15]([C:17]3[C:26]([O:27][CH3:28])=[C:25]4[C:20]([C:21](=[O:59])[C:22]([C:32]([O:34][CH2:35][C:36](=[O:58])[NH:37][C:38]5[CH:43]=[CH:42][C:41]([CH2:44][CH:45]([P:52]([O:56]C)([O:54]C)=[O:53])[P:46]([O:50]C)([O:48]C)=[O:47])=[CH:40][CH:39]=5)=[O:33])=[CH:23][N:24]4[CH:29]4[CH2:31][CH2:30]4)=[CH:19][C:18]=3[F:60])[CH2:16][C@@H:9]12)=O)(C)(C)C.C1(N2C3C(=CC(F)=C(N4C[C@H]5[C@H](NCCC5)C4)C=3OC)C(=O)C(C(OCC(=O)NC(P(O)(O)=O)P(O)(O)=O)=O)=C2)CC1. Given the product [CH:29]1([N:24]2[C:25]3[C:20](=[CH:19][C:18]([F:60])=[C:17]([N:15]4[CH2:14][C@H:10]5[C@H:9]([NH:8][CH2:13][CH2:12][CH2:11]5)[CH2:16]4)[C:26]=3[O:27][CH3:28])[C:21](=[O:59])[C:22]([C:32]([O:34][CH2:35][C:36](=[O:58])[NH:37][C:38]3[CH:43]=[CH:42][C:41]([CH2:44][CH:45]([P:52]([OH:56])([OH:54])=[O:53])[P:46]([OH:48])([OH:50])=[O:47])=[CH:40][CH:39]=3)=[O:33])=[CH:23]2)[CH2:31][CH2:30]1, predict the reactants needed to synthesize it.